From a dataset of Peptide-MHC class I binding affinity with 185,985 pairs from IEDB/IMGT. Regression. Given a peptide amino acid sequence and an MHC pseudo amino acid sequence, predict their binding affinity value. This is MHC class I binding data. (1) The peptide sequence is ITPIGLAPTD. The MHC is Mamu-A01 with pseudo-sequence Mamu-A01. The binding affinity (normalized) is 0.837. (2) The peptide sequence is KFRRFTQAI. The MHC is HLA-B15:01 with pseudo-sequence HLA-B15:01. The binding affinity (normalized) is 0.0847.